This data is from Forward reaction prediction with 1.9M reactions from USPTO patents (1976-2016). The task is: Predict the product of the given reaction. (1) Given the reactants C([N:8](CC1C=CC=CC=1)[C@@H:9]([CH2:32][C:33]1[CH:38]=[C:37]([F:39])[CH:36]=[C:35]([F:40])[CH:34]=1)[C@H:10]([O:24]CC1C=CC=CC=1)[C@H:11]1[CH2:16][O:15][C@@H:14]([O:17][CH2:18][C:19]([CH3:22])([CH3:21])[CH3:20])[C@H:13]([CH3:23])[NH:12]1)C1C=CC=CC=1.[H][H], predict the reaction product. The product is: [NH2:8][C@@H:9]([CH2:32][C:33]1[CH:38]=[C:37]([F:39])[CH:36]=[C:35]([F:40])[CH:34]=1)[C@@H:10]([C@H:11]1[CH2:16][O:15][C@@H:14]([O:17][CH2:18][C:19]([CH3:21])([CH3:22])[CH3:20])[C@H:13]([CH3:23])[NH:12]1)[OH:24]. (2) Given the reactants [F:1][C:2]1[CH:7]=[C:6]([S:8]([CH3:11])(=[O:10])=[O:9])[CH:5]=[CH:4][C:3]=1[C:12]1[O:16][N:15]=[C:14]([C:17]([OH:19])=O)[N:13]=1.[C:20]([O:24][C:25]([N:27]1[CH2:32][CH2:31][CH:30]([NH:33][CH:34]2[CH2:36][CH2:35]2)[CH2:29][CH2:28]1)=[O:26])([CH3:23])([CH3:22])[CH3:21], predict the reaction product. The product is: [C:20]([O:24][C:25]([N:27]1[CH2:32][CH2:31][CH:30]([N:33]([CH:34]2[CH2:35][CH2:36]2)[C:17]([C:14]2[N:13]=[C:12]([C:3]3[CH:4]=[CH:5][C:6]([S:8]([CH3:11])(=[O:9])=[O:10])=[CH:7][C:2]=3[F:1])[O:16][N:15]=2)=[O:19])[CH2:29][CH2:28]1)=[O:26])([CH3:23])([CH3:21])[CH3:22]. (3) Given the reactants Br[C:2]1[CH:3]=[N:4][CH:5]=[C:6]2[C:11]=1[N:10]=[C:9]([C:12]([NH2:14])=[O:13])[CH:8]=[CH:7]2.[Cl:15][C:16]1[CH:21]=[CH:20][C:19](B(O)O)=[CH:18][C:17]=1[F:25], predict the reaction product. The product is: [Cl:15][C:16]1[CH:21]=[CH:20][C:19]([C:2]2[CH:3]=[N:4][CH:5]=[C:6]3[C:11]=2[N:10]=[C:9]([C:12]([NH2:14])=[O:13])[CH:8]=[CH:7]3)=[CH:18][C:17]=1[F:25]. (4) Given the reactants N([O-])=O.[Na+].[CH2:5]([O:7][C:8]([C@@H:10]1[N:14]([CH3:15])[C:13](=[O:16])[CH2:12][C@@H:11]1[C:17]1[CH:22]=[CH:21][C:20](N)=[CH:19][CH:18]=1)=[O:9])[CH3:6].[I-:24].[K+].II.S([O-])([O-])(=O)=S.[Na+].[Na+], predict the reaction product. The product is: [CH2:5]([O:7][C:8]([C@@H:10]1[N:14]([CH3:15])[C:13](=[O:16])[CH2:12][C@@H:11]1[C:17]1[CH:22]=[CH:21][C:20]([I:24])=[CH:19][CH:18]=1)=[O:9])[CH3:6].